The task is: Regression. Given a peptide amino acid sequence and an MHC pseudo amino acid sequence, predict their binding affinity value. This is MHC class II binding data.. This data is from Peptide-MHC class II binding affinity with 134,281 pairs from IEDB. (1) The peptide sequence is KDGRKLVVPCRPQDELI. The MHC is DRB1_1501 with pseudo-sequence DRB1_1501. The binding affinity (normalized) is 0.300. (2) The MHC is DRB1_0401 with pseudo-sequence DRB1_0401. The peptide sequence is VPYFVRVQGLLRICALARKAV. The binding affinity (normalized) is 0. (3) The peptide sequence is GGGFGMLLRKYGIAA. The MHC is HLA-DQA10104-DQB10503 with pseudo-sequence HLA-DQA10104-DQB10503. The binding affinity (normalized) is 0.0856. (4) The MHC is H-2-IAd with pseudo-sequence H-2-IAd. The peptide sequence is MHAASMADLAFLLRS. The binding affinity (normalized) is 0.317. (5) The binding affinity (normalized) is 0.345. The peptide sequence is QGNFGDQDLIRQGTD. The MHC is DRB1_0101 with pseudo-sequence DRB1_0101. (6) The MHC is DRB3_0101 with pseudo-sequence DRB3_0101. The binding affinity (normalized) is 0.697. The peptide sequence is AFILEGDNLFPKV.